Task: Predict the reactants needed to synthesize the given product.. Dataset: Full USPTO retrosynthesis dataset with 1.9M reactions from patents (1976-2016) (1) Given the product [CH:2]1([CH2:5][O:6][C:7]2[CH:12]=[CH:11][C:10]([O:13][CH3:14])=[CH:9][C:8]=2[C:15]2[C:16]3[NH:23][C:22]([CH3:24])=[C:21]([C:25]([NH:27][C@@H:28]4[CH2:32][CH2:31][N:30]([C:33](=[O:36])[CH2:34][CH3:35])[CH2:29]4)=[O:26])[C:17]=3[N:18]=[CH:19][N:20]=2)[CH2:4][CH2:3]1, predict the reactants needed to synthesize it. The reactants are: Cl.[CH:2]1([CH2:5][O:6][C:7]2[CH:12]=[CH:11][C:10]([O:13][CH3:14])=[CH:9][C:8]=2[C:15]2[C:16]3[NH:23][C:22]([CH3:24])=[C:21]([C:25]([NH:27][C@@H:28]4[CH2:32][CH2:31][NH:30][CH2:29]4)=[O:26])[C:17]=3[N:18]=[CH:19][N:20]=2)[CH2:4][CH2:3]1.[C:33](Cl)(=[O:36])[CH2:34][CH3:35]. (2) Given the product [NH2:11][C:10]1[C:3]2[C:2](=[N:7][CH:6]=[C:5]([C:8]#[N:9])[N:4]=2)[S:33][C:32]=1[C:31]([NH:30][C:25]1[CH:24]=[C:23]([NH:22][C:20](=[O:21])[C:19]2[CH:35]=[CH:36][CH:37]=[C:17]([C:14]([C:12]#[N:13])([CH3:15])[CH3:16])[CH:18]=2)[CH:28]=[CH:27][C:26]=1[CH3:29])=[O:34], predict the reactants needed to synthesize it. The reactants are: Br[C:2]1[C:3]([C:10]#[N:11])=[N:4][C:5]([C:8]#[N:9])=[CH:6][N:7]=1.[C:12]([C:14]([C:17]1[CH:18]=[C:19]([CH:35]=[CH:36][CH:37]=1)[C:20]([NH:22][C:23]1[CH:28]=[CH:27][C:26]([CH3:29])=[C:25]([NH:30][C:31](=[O:34])[CH2:32][SH:33])[CH:24]=1)=[O:21])([CH3:16])[CH3:15])#[N:13].C(=O)([O-])[O-].[K+].[K+].